This data is from Full USPTO retrosynthesis dataset with 1.9M reactions from patents (1976-2016). The task is: Predict the reactants needed to synthesize the given product. (1) Given the product [CH:22]1([C:26]2[O:30][N:29]=[C:28]([C:31]3[C:32]([Cl:38])=[CH:33][N:34]=[CH:35][C:36]=3[Cl:37])[C:27]=2[CH2:39][O:1][C:2]2[CH:3]=[CH:4][C:5]([C:8]3[CH:17]=[C:16]4[C:11]([CH:12]=[C:13]([C:18]([O:20][CH3:21])=[O:19])[N:14]=[CH:15]4)=[CH:10][CH:9]=3)=[CH:6][CH:7]=2)[CH2:23][CH2:24][CH2:25]1, predict the reactants needed to synthesize it. The reactants are: [OH:1][C:2]1[CH:7]=[CH:6][C:5]([C:8]2[CH:17]=[C:16]3[C:11]([CH:12]=[C:13]([C:18]([O:20][CH3:21])=[O:19])[N:14]=[CH:15]3)=[CH:10][CH:9]=2)=[CH:4][CH:3]=1.[CH:22]1([C:26]2[O:30][N:29]=[C:28]([C:31]3[C:36]([Cl:37])=[CH:35][N:34]=[CH:33][C:32]=3[Cl:38])[C:27]=2[CH2:39]O)[CH2:25][CH2:24][CH2:23]1.C1(P(C2C=CC=CC=2)C2C=CC=CC=2)C=CC=CC=1.N(C(OC(C)C)=O)=NC(OC(C)C)=O. (2) Given the product [CH2:1]([O:8][CH2:9][C@H:10]([O:14][CH2:15][CH:16]=[N:24][OH:25])[CH2:11][CH:12]=[CH2:13])[C:2]1[CH:7]=[CH:6][CH:5]=[CH:4][CH:3]=1, predict the reactants needed to synthesize it. The reactants are: [CH2:1]([O:8][CH2:9][C@H:10]([O:14][CH2:15][CH:16]=O)[CH2:11][CH:12]=[CH2:13])[C:2]1[CH:7]=[CH:6][CH:5]=[CH:4][CH:3]=1.C([O-])(=O)C.[Na+].Cl.[NH2:24][OH:25]. (3) Given the product [F:22][C:23]1[CH:24]=[C:25]([N:38]2[CH2:42][C@H:41]([CH2:43][N:44]3[CH:48]=[CH:47][N:46]=[N:45]3)[O:40][C:39]2=[O:49])[CH:26]=[CH:27][C:28]=1[C:2]1[CH:3]=[CH:4][C:5]([C:8]2[CH2:12][C@@H:11]([CH2:13][O:14][CH2:15][CH2:16][NH:17][S:18]([CH3:21])(=[O:20])=[O:19])[O:10][N:9]=2)=[N:6][CH:7]=1, predict the reactants needed to synthesize it. The reactants are: Br[C:2]1[CH:3]=[CH:4][C:5]([C:8]2[CH2:12][C@@H:11]([CH2:13][O:14][CH2:15][CH2:16][NH:17][S:18]([CH3:21])(=[O:20])=[O:19])[O:10][N:9]=2)=[N:6][CH:7]=1.[F:22][C:23]1[CH:24]=[C:25]([N:38]2[CH2:42][C@H:41]([CH2:43][N:44]3[CH:48]=[CH:47][N:46]=[N:45]3)[O:40][C:39]2=[O:49])[CH:26]=[CH:27][C:28]=1B1OC(C)(C)C(C)(C)O1.C(=O)([O-])[O-].[K+].[K+]. (4) Given the product [N+:22]([C:15]1[CH:16]=[C:17]([C:19](=[O:21])[CH3:20])[S:18][C:14]=1[S:12][C:9]1[CH:10]=[CH:11][C:6]([N+:3]([O-:5])=[O:4])=[CH:7][CH:8]=1)([O-:24])=[O:23], predict the reactants needed to synthesize it. The reactants are: [H-].[Na+].[N+:3]([C:6]1[CH:11]=[CH:10][C:9]([SH:12])=[CH:8][CH:7]=1)([O-:5])=[O:4].Cl[C:14]1[S:18][C:17]([C:19](=[O:21])[CH3:20])=[CH:16][C:15]=1[N+:22]([O-:24])=[O:23].